Predict the product of the given reaction. From a dataset of Forward reaction prediction with 1.9M reactions from USPTO patents (1976-2016). (1) Given the reactants [CH3:1][NH:2][CH3:3].O1CCCC1.C(O[BH-](OC(=O)C)OC(=O)C)(=O)C.[Na+].O1CCCC1.[CH3:28][C:29]1[N:33]=[C:32]([NH:34][C:35]([C:37]2[C:42]([S:43][C:44]3[CH:49]=[CH:48][C:47]([O:50][CH2:51][CH:52]=O)=[CH:46][CH:45]=3)=[CH:41][CH:40]=[C:39]([S:54][C:55]3[N:59]([CH3:60])[CH:58]=[N:57][N:56]=3)[N:38]=2)=[O:36])[S:31][N:30]=1, predict the reaction product. The product is: [CH3:1][N:2]([CH3:3])[CH2:52][CH2:51][O:50][C:47]1[CH:46]=[CH:45][C:44]([S:43][C:42]2[C:37]([C:35]([NH:34][C:32]3[S:31][N:30]=[C:29]([CH3:28])[N:33]=3)=[O:36])=[N:38][C:39]([S:54][C:55]3[N:59]([CH3:60])[CH:58]=[N:57][N:56]=3)=[CH:40][CH:41]=2)=[CH:49][CH:48]=1. (2) Given the reactants FC1C=CC(C2N=C(C(=O)C)SN=2)=CC=1.[F:16][C:17]1[CH:25]=[CH:24][C:20]([C:21]([NH2:23])=[O:22])=[CH:19][CH:18]=1.Cl[C:27]([S:29]Cl)=[O:28], predict the reaction product. The product is: [F:16][C:17]1[CH:25]=[CH:24][C:20]([C:21]2[O:22][C:27](=[O:28])[S:29][N:23]=2)=[CH:19][CH:18]=1. (3) Given the reactants [CH2:1]([O:8][CH2:9][CH2:10][CH2:11][O:12][C:13]1[CH:14]=[N:15][C:16]([CH:19]2[CH2:24][CH2:23][N:22]([C:25]([O:27][C:28]([CH3:31])([CH3:30])[CH3:29])=[O:26])[CH2:21][CH:20]2[OH:32])=[N:17][CH:18]=1)[C:2]1[CH:7]=[CH:6][CH:5]=[CH:4][CH:3]=1.Br[CH2:34][C:35]1[CH:44]=[CH:43][C:42]2[C:37](=[CH:38][CH:39]=[CH:40][CH:41]=2)[CH:36]=1.[H-].[Na+], predict the reaction product. The product is: [CH2:1]([O:8][CH2:9][CH2:10][CH2:11][O:12][C:13]1[CH:14]=[N:15][C:16]([CH:19]2[CH2:24][CH2:23][N:22]([C:25]([O:27][C:28]([CH3:29])([CH3:31])[CH3:30])=[O:26])[CH2:21][CH:20]2[O:32][CH2:34][C:35]2[CH:44]=[CH:43][C:42]3[C:37](=[CH:38][CH:39]=[CH:40][CH:41]=3)[CH:36]=2)=[N:17][CH:18]=1)[C:2]1[CH:7]=[CH:6][CH:5]=[CH:4][CH:3]=1. (4) Given the reactants [CH3:1][C:2]1[CH:7]=[CH:6][N:5]=[C:4]([C:8](=O)[CH2:9][C:10](=O)[C:11]([O:13][CH2:14][CH3:15])=[O:12])[CH:3]=1.[Cl:18][C:19]1[N:20]=[N:21][C:22]([NH:25][NH2:26])=[CH:23][CH:24]=1, predict the reaction product. The product is: [Cl:18][C:19]1[N:20]=[N:21][C:22]([N:25]2[C:8]([C:4]3[CH:3]=[C:2]([CH3:1])[CH:7]=[CH:6][N:5]=3)=[CH:9][C:10]([C:11]([O:13][CH2:14][CH3:15])=[O:12])=[N:26]2)=[CH:23][CH:24]=1. (5) Given the reactants [CH2:1]([O:8][C:9]1[N:24]=[CH:23][C:22]([OH:25])=[C:21]([O:26][CH2:27][C:28]2[CH:33]=[CH:32][CH:31]=[CH:30][CH:29]=2)[C:10]=1[C:11]([O:13][CH2:14][C:15]1[CH:20]=[CH:19][CH:18]=[CH:17][CH:16]=1)=[O:12])[C:2]1[CH:7]=[CH:6][CH:5]=[CH:4][CH:3]=1.C1C(=O)N([Br:41])C(=O)C1.O, predict the reaction product. The product is: [CH2:1]([O:8][C:9]1[N:24]=[C:23]([Br:41])[C:22]([OH:25])=[C:21]([O:26][CH2:27][C:28]2[CH:33]=[CH:32][CH:31]=[CH:30][CH:29]=2)[C:10]=1[C:11]([O:13][CH2:14][C:15]1[CH:20]=[CH:19][CH:18]=[CH:17][CH:16]=1)=[O:12])[C:2]1[CH:7]=[CH:6][CH:5]=[CH:4][CH:3]=1. (6) Given the reactants [Cl:1][C:2]1[CH:3]=[C:4]([C:9]([C:22]([F:25])([F:24])[F:23])=[CH:10][C:11]([C:13]2[CH:21]=[CH:20][C:16]([C:17]([OH:19])=O)=[CH:15][CH:14]=2)=[O:12])[CH:5]=[C:6]([Cl:8])[CH:7]=1.CN(C)C=O.S(Cl)([Cl:33])=O, predict the reaction product. The product is: [Cl:8][C:6]1[CH:5]=[C:4]([C:9]([C:22]([F:25])([F:24])[F:23])=[CH:10][C:11]([C:13]2[CH:21]=[CH:20][C:16]([C:17]([Cl:33])=[O:19])=[CH:15][CH:14]=2)=[O:12])[CH:3]=[C:2]([Cl:1])[CH:7]=1. (7) Given the reactants [NH2:1][C@@H:2]([CH2:6][CH2:7][C:8]([NH:10][CH2:11][CH2:12][O:13][C@H:14]1[O:33][C@H:32]([CH2:34][O:35][C@H:36]2[O:44][C@H:43]([CH2:45][OH:46])[C@@H:41]([OH:42])[C@H:39]([OH:40])[C@@H:37]2[OH:38])[C@@H:30]([OH:31])[C@H:17]([O:18][C@H:19]2[O:27][C@H:26]([CH2:28][OH:29])[C@@H:24]([OH:25])[C@H:22]([OH:23])[C@@H:20]2[OH:21])[C@@H:15]1[OH:16])=[O:9])[C:3]([OH:5])=[O:4].[O:47]=[C:48]([NH:62][CH2:63][CH2:64][O:65][C@@H:66]1[O:74][C@@H:73]([CH3:75])[C@@H:71]([OH:72])[C@@H:69]([OH:70])[C@@H:67]1[OH:68])[CH2:49][CH2:50][CH2:51][C:52](ON1C(=O)CCC1=O)=[O:53].C(OC(=O)CCCCC(O)=O)C1C=CC=CC=1, predict the reaction product. The product is: [C@H:19]1([O:18][C@H:17]2[C@H:30]([OH:31])[C@@H:32]([CH2:34][O:35][C@H:36]3[O:44][C@H:43]([CH2:45][OH:46])[C@@H:41]([OH:42])[C@H:39]([OH:40])[C@@H:37]3[OH:38])[O:33][C@H:14]([O:13][CH2:12][CH2:11][NH:10][C:8](=[O:9])[CH2:7][CH2:6][C@H:2]([NH:1][C:52](=[O:53])[CH2:51][CH2:50][CH2:49][C:48](=[O:47])[NH:62][CH2:63][CH2:64][O:65][C@@H:66]3[O:74][C@@H:73]([CH3:75])[C@@H:71]([OH:72])[C@@H:69]([OH:70])[C@@H:67]3[OH:68])[C:3]([OH:5])=[O:4])[C@H:15]2[OH:16])[O:27][C@H:26]([CH2:28][OH:29])[C@@H:24]([OH:25])[C@H:22]([OH:23])[C@@H:20]1[OH:21]. (8) Given the reactants [CH2:1]([O:3][C:4](=[O:16])[CH:5]=[CH:6][CH2:7][NH:8][C:9]([O:11][C:12]([CH3:15])([CH3:14])[CH3:13])=[O:10])[CH3:2].C(O[CH2:23][N:24]([CH2:32][Si](C)(C)C)[CH2:25][C:26]1[CH:31]=[CH:30][CH:29]=[CH:28][CH:27]=1)CCCC.FC(F)(F)C(O)=O, predict the reaction product. The product is: [CH2:1]([O:3][C:4]([C@H:5]1[C@@H:6]([CH2:7][NH:8][C:9]([O:11][C:12]([CH3:15])([CH3:14])[CH3:13])=[O:10])[CH2:32][N:24]([CH2:25][C:26]2[CH:31]=[CH:30][CH:29]=[CH:28][CH:27]=2)[CH2:23]1)=[O:16])[CH3:2]. (9) Given the reactants [NH2:1][C:2]1[C:6]([NH2:7])=[CH:5][S:4][C:3]=1[C:8]1[CH:13]=[CH:12][C:11]([C:14]2[S:15][CH:16]=[C:17]([NH2:20])[C:18]=2[NH2:19])=[CH:10][CH:9]=1.N[C:22](N)=[O:23].[CH2:25]([OH:30])CCCC, predict the reaction product. The product is: [O:30]=[C:25]1[NH:20][C:17]2=[CH:16][S:15][C:14]([C:11]3[CH:10]=[CH:9][C:8]([C:3]4[S:4][CH:5]=[C:6]5[C:2]=4[NH:1][C:22](=[O:23])[NH:7]5)=[CH:13][CH:12]=3)=[C:18]2[NH:19]1.